From a dataset of Forward reaction prediction with 1.9M reactions from USPTO patents (1976-2016). Predict the product of the given reaction. (1) Given the reactants Cl[Mg][C:3]1[CH:8]=[CH:7][CH:6]=[CH:5][CH:4]=1.[Br-].[C:10]([CH:12]1[CH2:14][CH:13]1[C:15](N(OC)C)=[O:16])#[N:11].[Cl-:21].[NH4+], predict the reaction product. The product is: [Cl:21][C:3]1[CH:8]=[CH:7][C:6]([C:15]([CH:13]2[CH2:14][CH:12]2[C:10]#[N:11])=[O:16])=[CH:5][CH:4]=1. (2) The product is: [NH2:31][CH2:30][CH2:29][N:28]1[C:21]2[C:20]([NH:19][C:4]3[CH:5]=[CH:6][C:7]([O:8][C:9]4[C:14]5[C:15]([CH3:18])=[N:16][O:17][C:13]=5[CH:12]=[CH:11][CH:10]=4)=[C:2]([Cl:1])[CH:3]=3)=[N:25][CH:24]=[N:23][C:22]=2[CH:26]=[CH:27]1. Given the reactants [Cl:1][C:2]1[CH:3]=[C:4]([NH:19][C:20]2[C:21]3[N:28]([CH2:29][CH2:30][NH:31]C(=O)OC(C)(C)C)[CH:27]=[CH:26][C:22]=3[N:23]=[CH:24][N:25]=2)[CH:5]=[CH:6][C:7]=1[O:8][C:9]1[C:14]2[C:15]([CH3:18])=[N:16][O:17][C:13]=2[CH:12]=[CH:11][CH:10]=1.O1CCCC1.Cl.C(OCC)(=O)C, predict the reaction product. (3) Given the reactants FC1C=CC(NC(C2(C(N)=O)CC2)=O)=CC=1.[F:17][C:18]1[CH:23]=[CH:22][C:21]([NH:24][C:25]([C:27]2([C:30]([NH:32][C:33]3[CH:38]=[CH:37][C:36]([O:39][C:40]4[C:49]5[C:44](=[CH:45][C:46]([O:51][CH3:52])=[C:47]([OH:50])[CH:48]=5)[N:43]=[CH:42][CH:41]=4)=[C:35]([F:53])[CH:34]=3)=[O:31])[CH2:29][CH2:28]2)=[O:26])=[CH:20][CH:19]=1.O[CH2:55][CH2:56][CH2:57][N:58]([CH2:61][CH3:62])[CH2:59][CH3:60].C1(P(C2C=CC=CC=2)C2C=CC=CC=2)C=CC=CC=1.CC(OC(/N=N/C(OC(C)C)=O)=O)C, predict the reaction product. The product is: [CH2:59]([N:58]([CH2:61][CH3:62])[CH2:57][CH2:56][CH2:55][O:50][C:47]1[CH:48]=[C:49]2[C:44](=[CH:45][C:46]=1[O:51][CH3:52])[N:43]=[CH:42][CH:41]=[C:40]2[O:39][C:36]1[CH:37]=[CH:38][C:33]([NH:32][C:30]([C:27]2([C:25]([NH:24][C:21]3[CH:22]=[CH:23][C:18]([F:17])=[CH:19][CH:20]=3)=[O:26])[CH2:28][CH2:29]2)=[O:31])=[CH:34][C:35]=1[F:53])[CH3:60]. (4) The product is: [CH2:58]([O:57][P:56]([CH2:51][CH:43]([NH:41][C:22](=[O:24])[C:21]1[CH:20]=[CH:19][C:18]([N:17]([CH2:16][C:10]2[N:11]=[C:12]3[C:7](=[N:8][CH:9]=2)[N:6]=[C:5]([NH2:4])[N:14]=[C:13]3[NH2:15])[CH3:27])=[CH:26][CH:25]=1)[CH3:44])(=[O:63])[O:60][CH2:61][CH3:62])[CH3:59]. Given the reactants O.O.Cl.[NH2:4][C:5]1[N:14]=[C:13]([NH2:15])[C:12]2[C:7](=[N:8][CH:9]=[C:10]([CH2:16][N:17]([CH3:27])[C:18]3[CH:26]=[CH:25][C:21]([C:22]([OH:24])=O)=[CH:20][CH:19]=3)[N:11]=2)[N:6]=1.NC1N=C(N)C2C(=NC=C(C[N:41]([C:43]3[CH:51]=CC(C(O)=O)=C[CH:44]=3)C)N=2)N=1.O.O.C([P:56](=[O:63])([O:60][CH2:61][CH3:62])[O:57][CH2:58][CH3:59])#N.CCN(C(C)C)C(C)C.C(O)(=O)C(O)=O.C(OP(CCCN)(=O)OCC)C, predict the reaction product.